This data is from Full USPTO retrosynthesis dataset with 1.9M reactions from patents (1976-2016). The task is: Predict the reactants needed to synthesize the given product. (1) Given the product [NH:27]1[CH:26]=[C:25]([C:2]2[CH:7]=[C:6]([O:8][C:9]3[CH:15]=[CH:14][C:12]([NH2:13])=[CH:11][C:10]=3[F:16])[CH:5]=[CH:4][N:3]=2)[CH:29]=[N:28]1, predict the reactants needed to synthesize it. The reactants are: Cl[C:2]1[CH:7]=[C:6]([O:8][C:9]2[CH:15]=[CH:14][C:12]([NH2:13])=[CH:11][C:10]=2[F:16])[CH:5]=[CH:4][N:3]=1.CC1(C)C(C)(C)OB([C:25]2[CH:26]=[N:27][NH:28][CH:29]=2)O1.C(=O)([O-])[O-].[Na+].[Na+]. (2) Given the product [CH2:1]([O:8][C:9]([NH:11][CH2:12][CH2:13][CH2:14][C@@H:15]([C:35]([NH:37][C@H:38]1[CH2:42][CH2:41][CH2:40][C@H:39]1[C:43]([O:45][CH3:46])=[O:44])=[O:36])[NH:16][C:17](=[O:34])[C:18]1[CH:23]=[CH:22][CH:21]=[C:20]([O:24][CH2:25][CH2:26][OH:27])[CH:19]=1)=[O:10])[C:2]1[CH:7]=[CH:6][CH:5]=[CH:4][CH:3]=1, predict the reactants needed to synthesize it. The reactants are: [CH2:1]([O:8][C:9]([NH:11][CH2:12][CH2:13][CH2:14][C@@H:15]([C:35]([NH:37][C@H:38]1[CH2:42][CH2:41][CH2:40][C@H:39]1[C:43]([O:45][CH3:46])=[O:44])=[O:36])[NH:16][C:17](=[O:34])[C:18]1[CH:23]=[CH:22][CH:21]=[C:20]([O:24][CH2:25][CH2:26][O:27]C2CCCCO2)[CH:19]=1)=[O:10])[C:2]1[CH:7]=[CH:6][CH:5]=[CH:4][CH:3]=1.CO.O.C1(C)C=CC(S(O)(=O)=O)=CC=1. (3) Given the product [C:2]([CH2:4][NH:5][C:6]([C@@H:8]1[CH2:12][C@@H:11]([S:13]([C:16]2[CH:21]=[CH:20][CH:19]=[CH:18][C:17]=2[Cl:22])(=[O:14])=[O:15])[CH2:10][N:9]1[CH:25]1[CH2:26][O:23][CH2:24]1)=[O:7])#[N:3], predict the reactants needed to synthesize it. The reactants are: Cl.[C:2]([CH2:4][NH:5][C:6]([C@@H:8]1[CH2:12][C@@H:11]([S:13]([C:16]2[CH:21]=[CH:20][CH:19]=[CH:18][C:17]=2[Cl:22])(=[O:15])=[O:14])[CH2:10][NH:9]1)=[O:7])#[N:3].[O:23]1[CH2:26][C:25](=O)[CH2:24]1. (4) Given the product [C:41]1([S:47]([N:50]2[C:54]3=[CH:55][N:56]=[CH:57][C:58]([C:5]4[N:4]=[C:3]5[C:8]([N:9]=[C:10]([CH2:11][N:12]6[CH2:13][CH2:14][CH:15]([C:18]([OH:21])([CH3:19])[CH3:20])[CH2:16][CH2:17]6)[N:2]5[CH3:1])=[C:7]([N:22]5[CH2:23][CH2:24][O:25][CH2:26][CH2:27]5)[N:6]=4)=[C:53]3[CH:52]=[C:51]2[CH3:61])(=[O:49])=[O:48])[CH:46]=[CH:45][CH:44]=[CH:43][CH:42]=1, predict the reactants needed to synthesize it. The reactants are: [CH3:1][N:2]1[C:10]([CH2:11][N:12]2[CH2:17][CH2:16][CH:15]([C:18]([OH:21])([CH3:20])[CH3:19])[CH2:14][CH2:13]2)=[N:9][C:8]2[C:3]1=[N:4][C:5]([Sn](CCCC)(CCCC)CCCC)=[N:6][C:7]=2[N:22]1[CH2:27][CH2:26][O:25][CH2:24][CH2:23]1.[C:41]1([S:47]([N:50]2[C:54]3=[CH:55][N:56]=[CH:57][C:58](Br)=[C:53]3[CH:52]=[CH:51]2)(=[O:49])=[O:48])[CH:46]=[CH:45][CH:44]=[CH:43][CH:42]=1.O1CCOC[CH2:61]1. (5) Given the product [Cl:1][C:2]1[N:3]=[CH:4][N:5]([C:7]2[CH:12]=[CH:11][C:10]([NH:13][C:14]3[N:30]=[C:17]4[C@@H:18]([C:23]5[CH:28]=[CH:27][CH:26]=[C:25]([F:29])[CH:24]=5)[CH2:19][CH2:20][CH2:21][CH2:22][N:16]4[N:15]=3)=[CH:9][C:8]=2[O:31][CH3:32])[CH:6]=1, predict the reactants needed to synthesize it. The reactants are: [Cl:1][C:2]1[N:3]=[CH:4][N:5]([C:7]2[CH:12]=[CH:11][C:10]([NH:13][C:14]3[N:30]=[C:17]4[CH:18]([C:23]5[CH:28]=[CH:27][CH:26]=[C:25]([F:29])[CH:24]=5)[CH2:19][CH2:20][CH2:21][CH2:22][N:16]4[N:15]=3)=[CH:9][C:8]=2[O:31][CH3:32])[CH:6]=1.CO. (6) The reactants are: [N:1]([CH2:4][C:5]1[C:6]([C:19]2[CH:24]=[CH:23][CH:22]=[CH:21][CH:20]=2)=[N:7][C:8]2[C:13]([C:14]=1[C:15]([O:17]C)=[O:16])=[CH:12][CH:11]=[CH:10][CH:9]=2)=[N+:2]=[N-:3].O.[OH-].[Li+].Cl. Given the product [N:1]([CH2:4][C:5]1[C:6]([C:19]2[CH:24]=[CH:23][CH:22]=[CH:21][CH:20]=2)=[N:7][C:8]2[C:13]([C:14]=1[C:15]([OH:17])=[O:16])=[CH:12][CH:11]=[CH:10][CH:9]=2)=[N+:2]=[N-:3], predict the reactants needed to synthesize it. (7) Given the product [F:29][C:30]1[CH:35]=[CH:34][C:33]([C:36]2[N:39]=[C:26]([CH:12]3[CH2:13][CH:14]([C:16]4[CH:17]=[CH:18][C:19]([C:22]([F:24])([F:25])[F:23])=[CH:20][CH:21]=4)[CH2:15][N:10]([C:8]([N:5]4[CH2:6][CH2:7][CH:2]([OH:1])[CH2:3][CH2:4]4)=[O:9])[CH2:11]3)[O:28][N:37]=2)=[CH:32][CH:31]=1, predict the reactants needed to synthesize it. The reactants are: [OH:1][CH:2]1[CH2:7][CH2:6][N:5]([C:8]([N:10]2[CH2:15][CH:14]([C:16]3[CH:21]=[CH:20][C:19]([C:22]([F:25])([F:24])[F:23])=[CH:18][CH:17]=3)[CH2:13][CH:12]([C:26]([OH:28])=O)[CH2:11]2)=[O:9])[CH2:4][CH2:3]1.[F:29][C:30]1[CH:35]=[CH:34][C:33]([C:36](=[NH:39])[NH:37]O)=[CH:32][CH:31]=1. (8) Given the product [CH2:16]=[C:17]([C:7]1[CH:15]=[CH:14][C:10]([N:11]([CH3:13])[CH3:12])=[CH:9][CH:8]=1)[CH:18]=[CH2:19], predict the reactants needed to synthesize it. The reactants are: [Mg].BrC(Br)C.Br[C:7]1[CH:15]=[CH:14][C:10]([N:11]([CH3:13])[CH3:12])=[CH:9][CH:8]=1.[CH2:16]=[CH:17][C:18](Cl)=[CH2:19]. (9) Given the product [I:35][C:36]1[C:37](=[O:46])[N:38]([CH3:45])[CH:39]=[C:40]([C:59]2[CH:58]=[CH:57][N:56]=[C:55]([O:54][CH2:53][CH:50]3[CH2:51][CH2:52][O:47][CH2:48][CH2:49]3)[CH:60]=2)[C:41]=1[O:42][CH3:43], predict the reactants needed to synthesize it. The reactants are: C1C=C(S([O-])(=O)=O)C=C(P(C2C=CC=C(S([O-])(=O)=O)C=2)C2C=CC=C(S([O-])(=O)=O)C=2)C=1.[Na+].[Na+].[Na+].[I:35][C:36]1[C:37](=[O:46])[N:38]([CH3:45])[CH:39]=[C:40](I)[C:41]=1[O:42][CH3:43].[O:47]1[CH2:52][CH2:51][CH:50]([CH2:53][O:54][C:55]2[CH:60]=[C:59](B3OC(C)(C)C(C)(C)O3)[CH:58]=[CH:57][N:56]=2)[CH2:49][CH2:48]1.CCN(C(C)C)C(C)C. (10) The reactants are: [CH3:1][O:2][C:3]1[C:8]([O:9][CH3:10])=[CH:7][CH:6]=[CH:5][N:4]=1.BrBr.[Cl-].[Li+].C([Sn](CC[CH2:29][CH3:30])(CCCC)CCCC)C=C.[O:31]=[O+][O-].CSC. Given the product [CH3:10][O:9][C:8]1[CH:7]=[C:6]([CH2:30][CH:29]=[O:31])[CH:5]=[N:4][C:3]=1[O:2][CH3:1], predict the reactants needed to synthesize it.